Dataset: Full USPTO retrosynthesis dataset with 1.9M reactions from patents (1976-2016). Task: Predict the reactants needed to synthesize the given product. (1) Given the product [CH:9]1[C:18]2[C:13](=[CH:14][CH:15]=[CH:16][CH:17]=2)[CH:12]=[CH:11][C:10]=1[C:19]([O:8][CH2:7][CH2:6][N:1]1[CH:5]=[CH:4][N:3]=[CH:2]1)=[O:20], predict the reactants needed to synthesize it. The reactants are: [N:1]1([CH2:6][CH2:7][OH:8])[CH:5]=[CH:4][N:3]=[CH:2]1.[CH:9]1[C:18]2[C:13](=[CH:14][CH:15]=[CH:16][CH:17]=2)[CH:12]=[CH:11][C:10]=1[C:19](Cl)=[O:20]. (2) Given the product [Cl:1][C:2]1[C:3]([N:16]=[C:17]2[CH2:22][CH2:21][CH2:20][CH2:19][S:18]2=[O:23])=[C:4]([CH2:13][O:14][CH3:15])[CH:5]=[CH:6][C:7]=1[CH:8]=[O:9], predict the reactants needed to synthesize it. The reactants are: [Cl:1][C:2]1[C:7]([CH:8](OC)[O:9]C)=[CH:6][CH:5]=[C:4]([CH2:13][O:14][CH3:15])[C:3]=1[N:16]=[C:17]1[CH2:22][CH2:21][CH2:20][CH2:19][S:18]1=[O:23].Cl. (3) Given the product [N+:1]([C:4]1[O:8][C:7]([C:9]([N:21]2[CH2:22][CH2:23][N:18]([C:12]3[CH:17]=[CH:16][CH:15]=[CH:14][CH:13]=3)[CH2:19][CH2:20]2)=[O:10])=[CH:6][CH:5]=1)([O-:3])=[O:2], predict the reactants needed to synthesize it. The reactants are: [N+:1]([C:4]1[O:8][C:7]([C:9](Cl)=[O:10])=[CH:6][CH:5]=1)([O-:3])=[O:2].[C:12]1([N:18]2[CH2:23][CH2:22][NH:21][CH2:20][CH2:19]2)[CH:17]=[CH:16][CH:15]=[CH:14][CH:13]=1. (4) Given the product [CH3:36][O:35][C:32]1[CH:33]=[C:34]2[C:29](=[CH:30][C:31]=1[O:37][CH2:38][CH2:39][CH2:40][N:41]1[CH2:42][CH2:43][O:44][CH2:45][CH2:46]1)[N:28]=[CH:27][N:26]=[C:18]2[O:21][C:14]1[CH:13]=[C:12]2[C:17](=[CH:16][CH:15]=1)[N:8]([C:6]([O:5][C:1]([CH3:4])([CH3:2])[CH3:3])=[O:7])[CH2:9][CH2:10][CH2:11]2, predict the reactants needed to synthesize it. The reactants are: [C:1]([O:5][C:6]([N:8]1[C:17]2[C:12](=[CH:13][CH:14]=[CH:15][CH:16]=2)[CH2:11][CH2:10][CH2:9]1)=[O:7])([CH3:4])([CH3:3])[CH3:2].[C:18](=[O:21])([O-])[O-].[K+].[K+].ClC1[C:34]2[C:29](=[CH:30][C:31]([O:37][CH2:38][CH2:39][CH2:40][N:41]3[CH2:46][CH2:45][O:44][CH2:43][CH2:42]3)=[C:32]([O:35][CH3:36])[CH:33]=2)[N:28]=[CH:27][N:26]=1.[H-].[Na+]. (5) Given the product [OH:1][C:2]1[CH:7]=[C:6]([O:8][CH2:24][CH2:23][O:22][CH2:21][CH2:20][O:19][CH3:18])[CH:5]=[CH:4][C:3]=1[N:9]1[CH:13]=[CH:12][C:11]([C:14]([O:16][CH3:17])=[O:15])=[N:10]1, predict the reactants needed to synthesize it. The reactants are: [OH:1][C:2]1[CH:7]=[C:6]([OH:8])[CH:5]=[CH:4][C:3]=1[N:9]1[CH:13]=[CH:12][C:11]([C:14]([O:16][CH3:17])=[O:15])=[N:10]1.[CH3:18][O:19][CH2:20][CH2:21][O:22][CH2:23][CH2:24]O.C1C=CC(P(C2C=CC=CC=2)C2C=CC=CC=2)=CC=1.CCOC(/N=N/C(OCC)=O)=O.